Predict the reactants needed to synthesize the given product. From a dataset of Full USPTO retrosynthesis dataset with 1.9M reactions from patents (1976-2016). (1) Given the product [CH2:1]([N:4]([CH2:16][CH2:17][C:18]([O:20][CH2:21][CH3:22])=[O:19])[C:5](=[O:15])[C:6]1[CH:11]=[CH:10][C:9]([NH:12][CH3:13])=[C:8]([NH:14][C:51](=[O:52])[CH2:50][Cl:49])[CH:7]=1)[CH2:2][CH3:3], predict the reactants needed to synthesize it. The reactants are: [CH2:1]([N:4]([CH2:16][CH2:17][C:18]([O:20][CH2:21][CH3:22])=[O:19])[C:5](=[O:15])[C:6]1[CH:11]=[CH:10][C:9]([NH:12][CH3:13])=[C:8]([NH2:14])[CH:7]=1)[CH2:2][CH3:3].C1(N(CCC(OCC)=O)C(=O)C2C=CC(NCC)=C(N)C=2)C=CC=CC=1.[Cl:49][CH2:50][C:51](O)=[O:52]. (2) Given the product [CH:12]([C:15]1[CH:21]=[CH:20][C:18]([NH:19][C:2]2[CH:7]=[CH:6][CH:5]=[CH:4][C:3]=2[CH2:8][C:9]([OH:11])=[O:10])=[CH:17][CH:16]=1)([CH3:14])[CH3:13], predict the reactants needed to synthesize it. The reactants are: Br[C:2]1[CH:7]=[CH:6][CH:5]=[CH:4][C:3]=1[CH2:8][C:9]([OH:11])=[O:10].[CH:12]([C:15]1[CH:21]=[CH:20][C:18]([NH2:19])=[CH:17][CH:16]=1)([CH3:14])[CH3:13]. (3) Given the product [N:14]1([C:27]2[C:26](=[O:35])[C:25]3[NH:24][C:23]([CH2:22][OH:21])=[C:31]([CH2:32][OH:33])[C:30]=3[C:29](=[O:34])[CH:28]=2)[CH2:9][CH2:10]1, predict the reactants needed to synthesize it. The reactants are: OCC1N(C)C2[C:10](C=1CO)=[C:9]([N+:14]([O-])=O)C(OC)=C(C)C=2.[OH:21][CH2:22][C:23]1[NH:24][C:25]2[C:26](=[O:35])[CH:27]=[CH:28][C:29](=[O:34])[C:30]=2[C:31]=1[CH2:32][OH:33].[K+].[Br-]. (4) Given the product [ClH:18].[ClH:18].[ClH:18].[NH2:9][C@H:6]([CH2:5][NH:4][CH2:3][CH2:2][NH2:1])[CH2:7][OH:8], predict the reactants needed to synthesize it. The reactants are: [NH2:1][CH2:2][CH2:3][NH:4][C:5](=O)[C@@H:6]([NH:9]C(=O)OC(C)(C)C)[CH2:7][OH:8].[ClH:18].